Task: Predict the reaction yield, written as a fraction of the theoretical maximum amount of product (1.0 means a 100% yield; for example, 0.34 means a 34% yield).. Dataset: Reaction yield outcomes from USPTO patents with 853,638 reactions (1) The reactants are [C:1]1([NH:7]N)[CH:6]=[CH:5][CH:4]=[CH:3][CH:2]=1.[S:9]1[CH2:13][CH2:12][C:11](=O)[CH2:10]1.O. The catalyst is C(O)(=O)C. The product is [S:9]1[C:10]2[C:2]3[CH:3]=[CH:4][CH:5]=[CH:6][C:1]=3[NH:7][C:11]=2[CH2:12][CH2:13]1. The yield is 0.480. (2) The reactants are [Cl:1][C:2]1[CH:22]=[C:21]([Cl:23])[CH:20]=[CH:19][C:3]=1[O:4][C:5]1[C:10]([CH2:11][CH2:12][CH2:13][OH:14])=[CH:9][CH:8]=[C:7]([O:15][CH:16]([CH3:18])[CH3:17])[N:6]=1.[CH3:24][N:25]1[CH:29]=[C:28]([CH2:30][C:31]([O:33]C)=[O:32])[C:27](O)=[N:26]1.C(P(CCCC)CCCC)CCC.N(C(N1CCCCC1)=O)=NC(N1CCCCC1)=O.O1CCCC1CO.[OH-].[Na+].Cl. The catalyst is O1CCCC1. The product is [Cl:1][C:2]1[CH:22]=[C:21]([Cl:23])[CH:20]=[CH:19][C:3]=1[O:4][C:5]1[C:10]([CH2:11][CH2:12][CH2:13][O:14][C:27]2[C:28]([CH2:30][C:31]([OH:33])=[O:32])=[CH:29][N:25]([CH3:24])[N:26]=2)=[CH:9][CH:8]=[C:7]([O:15][CH:16]([CH3:18])[CH3:17])[N:6]=1. The yield is 0.710.